From a dataset of Catalyst prediction with 721,799 reactions and 888 catalyst types from USPTO. Predict which catalyst facilitates the given reaction. (1) Reactant: [F:1][C:2]([F:53])([F:52])[C:3]1[CH:4]=[C:5]([C:13]([CH3:51])([CH3:50])[C:14]([N:16]([C:18]2[CH:19]=[N:20][C:21]([N:31]3[C@H:40]([CH2:41][O:42][Si](C(C)(C)C)(C)C)[CH2:39][N:38]4[C@H:33]([CH2:34][O:35][CH2:36][CH2:37]4)[CH2:32]3)=[CH:22][C:23]=2[C:24]2[CH:25]=[N:26][CH:27]=[CH:28][C:29]=2[CH3:30])[CH3:17])=[O:15])[CH:6]=[C:7]([C:9]([F:12])([F:11])[F:10])[CH:8]=1.Cl. Product: [F:11][C:9]([F:10])([F:12])[C:7]1[CH:6]=[C:5]([C:13]([CH3:51])([CH3:50])[C:14]([N:16]([C:18]2[CH:19]=[N:20][C:21]([N:31]3[C@H:40]([CH2:41][OH:42])[CH2:39][N:38]4[C@H:33]([CH2:34][O:35][CH2:36][CH2:37]4)[CH2:32]3)=[CH:22][C:23]=2[C:24]2[CH:25]=[N:26][CH:27]=[CH:28][C:29]=2[CH3:30])[CH3:17])=[O:15])[CH:4]=[C:3]([C:2]([F:1])([F:53])[F:52])[CH:8]=1. The catalyst class is: 5. (2) Reactant: [CH:1]1([CH2:4][O:5][C:6]2[CH:7]=[C:8]([CH:13]=[CH:14][C:15]=2[NH:16][S:17]([CH3:20])(=[O:19])=[O:18])[C:9]([O:11][CH3:12])=[O:10])[CH2:3][CH2:2]1.Br[CH2:22][CH2:23][OH:24].C([O-])([O-])=O.[K+].[K+]. Product: [CH:1]1([CH2:4][O:5][C:6]2[CH:7]=[C:8]([CH:13]=[CH:14][C:15]=2[N:16]([CH2:22][CH2:23][OH:24])[S:17]([CH3:20])(=[O:19])=[O:18])[C:9]([O:11][CH3:12])=[O:10])[CH2:2][CH2:3]1. The catalyst class is: 23. (3) Reactant: C(OC([NH:8][C@@H:9]([C@H:38]([C:40]1[CH:45]=[CH:44][C:43]([C:46]([F:49])([F:48])[F:47])=[CH:42][CH:41]=1)[CH3:39])[CH2:10][N:11]([C:19]1[S:20][C:21]([C:27]2[CH:28]=[C:29]3[C:34](=[CH:35][CH:36]=2)[CH:33]=[N:32][C:31]([F:37])=[CH:30]3)=[C:22]([CH2:24][O:25][CH3:26])[N:23]=1)C(=O)OC(C)(C)C)=O)(C)(C)C.C(O)(C(F)(F)F)=O. The catalyst class is: 2. Product: [NH2:8][C@@H:9]([C@H:38]([C:40]1[CH:41]=[CH:42][C:43]([C:46]([F:47])([F:49])[F:48])=[CH:44][CH:45]=1)[CH3:39])[CH2:10][NH:11][C:19]1[S:20][C:21]([C:27]2[CH:28]=[C:29]3[C:34](=[CH:35][CH:36]=2)[CH:33]=[N:32][C:31]([F:37])=[CH:30]3)=[C:22]([CH2:24][O:25][CH3:26])[N:23]=1. (4) Reactant: [N+:1](C1C=C(S(Cl)(=O)=O)SC=1)([O-])=O.[N+:13]([C:16]1[S:20][C:19]([S:21](Cl)(=[O:23])=[O:22])=[CH:18][CH:17]=1)([O-])=O.N. Product: [NH2:13][C:16]1[S:20][C:19]([S:21]([NH2:1])(=[O:23])=[O:22])=[CH:18][CH:17]=1. The catalyst class is: 21. (5) Reactant: [H-].[Na+].[Br:3][C:4]1[CH:21]=[CH:20][C:19]([N+:22]([O-:24])=[O:23])=[CH:18][C:5]=1[C:6]([NH:8][CH2:9][C:10]1[CH:15]=[CH:14][C:13]([O:16][CH3:17])=[CH:12][CH:11]=1)=[O:7].Br[CH2:26][C:27]([CH3:29])=[CH2:28]. Product: [Br:3][C:4]1[CH:21]=[CH:20][C:19]([N+:22]([O-:24])=[O:23])=[CH:18][C:5]=1[C:6]([N:8]([CH2:9][C:10]1[CH:11]=[CH:12][C:13]([O:16][CH3:17])=[CH:14][CH:15]=1)[CH2:28][C:27]([CH3:29])=[CH2:26])=[O:7]. The catalyst class is: 3. (6) Reactant: Br[C:2]1[CH:3]=[C:4]2[C:8](=[C:9]([C:11]([NH2:13])=[O:12])[CH:10]=1)[NH:7][CH:6]=[CH:5]2.[C:14]([C:17]1[CH:18]=[C:19](B(O)O)[CH:20]=[CH:21][CH:22]=1)([OH:16])=[O:15].P([O-])([O-])([O-])=O.[K+].[K+].[K+]. Product: [NH2:13][C:11]([C:9]1[CH:10]=[C:2]([C:21]2[CH:22]=[C:17]([CH:18]=[CH:19][CH:20]=2)[C:14]([OH:16])=[O:15])[CH:3]=[C:4]2[C:8]=1[NH:7][CH:6]=[CH:5]2)=[O:12]. The catalyst class is: 38. (7) Reactant: [CH2:1]([O:3][CH2:4][O:5][C:6]1[CH:11]=[C:10]([O:12][CH2:13][O:14][CH2:15][CH3:16])[CH:9]=[CH:8][C:7]=1[O:17][CH:18]([CH3:20])[CH3:19])[CH3:2].[Li][CH2:22]CCC.CI. Product: [CH2:15]([O:14][CH2:13][O:12][C:10]1[CH:9]=[CH:8][C:7]([O:17][CH:18]([CH3:20])[CH3:19])=[C:6]([O:5][CH2:4][O:3][CH2:1][CH3:2])[C:11]=1[CH3:22])[CH3:16]. The catalyst class is: 1. (8) The catalyst class is: 1. Product: [CH3:1][O:2][C:3]1[CH:4]=[C:5]2[C:10](=[CH:11][C:12]=1[C:13]1[N:14]=[N:15][C:16]([N:19]([CH3:30])[CH:20]3[CH2:25][C:24]([CH3:27])([CH3:26])[NH:23][C:22]([CH3:29])([CH3:28])[CH2:21]3)=[CH:17][CH:18]=1)[N:9]([CH3:34])[CH:8]=[CH:7][C:6]2=[O:31]. Reactant: [CH3:1][O:2][C:3]1[CH:4]=[C:5]2[C:10](=[CH:11][C:12]=1[C:13]1[N:14]=[N:15][C:16]([N:19]([CH3:30])[CH:20]3[CH2:25][C:24]([CH3:27])([CH3:26])[NH:23][C:22]([CH3:29])([CH3:28])[CH2:21]3)=[CH:17][CH:18]=1)[NH:9][CH:8]=[CH:7][C:6]2=[O:31].IC.[CH3:34]N(C=O)C.C(=O)(O)[O-].[Na+].